Predict the reactants needed to synthesize the given product. From a dataset of Full USPTO retrosynthesis dataset with 1.9M reactions from patents (1976-2016). Given the product [Cl:1][C:2]1[CH:7]=[CH:6][C:5]([C:2]2[CH2:7][CH2:6][CH:5]([OH:17])[CH2:4][C:3]=2[CH:11]=[O:14])=[CH:4][CH:3]=1, predict the reactants needed to synthesize it. The reactants are: [Cl:1][C:2]1[CH:7]=[CH:6][C:5](B(O)O)=[CH:4][CH:3]=1.[C:11]([O-:14])([O-])=O.[K+].[K+].[OH2:17].